This data is from Full USPTO retrosynthesis dataset with 1.9M reactions from patents (1976-2016). The task is: Predict the reactants needed to synthesize the given product. (1) Given the product [NH2:1][C:2]1[N:7]=[CH:6][C:5]([CH:8]2[CH2:13][NH:12][C:11](=[O:14])[CH2:10][CH2:9]2)=[CH:4][C:3]=1[Br:22], predict the reactants needed to synthesize it. The reactants are: [NH2:1][C:2]1[N:7]=[CH:6][C:5]([CH:8]2[CH2:13][NH:12][C:11](=[O:14])[CH2:10][CH2:9]2)=[CH:4][CH:3]=1.C1C(=O)N([Br:22])C(=O)C1. (2) Given the product [NH:10]1[C:19]2[C:14](=[CH:15][CH:16]=[CH:17][CH:18]=2)[CH2:13][N:12]=[CH:11]1.[N+:20]([C:23]1[CH:24]=[C:25]2[C:30](=[CH:31][CH:32]=1)[NH:29][CH:28]=[N:27][CH2:26]2)([O-:22])=[O:21].[NH:61]1[C:70]2[C:65](=[CH:66][C:67]([NH2:71])=[CH:68][CH:69]=2)[CH2:64][N:63]=[CH:62]1.[NH:29]1[C:30]2[C:25](=[CH:24][C:23]([NH:20][C:44]([CH:41]3[CH2:42][CH2:43][N:38]([C:36]4[C:35]5[CH:47]=[CH:48][CH:49]=[CH:50][C:34]=5[S:33][CH:37]=4)[CH2:39][CH2:40]3)=[O:45])=[CH:32][CH:31]=2)[CH2:26][N:27]=[CH:28]1, predict the reactants needed to synthesize it. The reactants are: NCC1C=CC=CC=1N.[NH:10]1[C:19]2[C:14](=[CH:15][CH:16]=[CH:17][CH:18]=2)[CH2:13][N:12]=[CH:11]1.[N+:20]([C:23]1[CH:24]=[C:25]2[C:30](=[CH:31][CH:32]=1)[NH:29][CH:28]=[N:27][CH2:26]2)([O-:22])=[O:21].[S:33]1[CH:37]=[C:36]([N:38]2[CH2:43][CH2:42][CH:41]([C:44](O)=[O:45])[CH2:40][CH2:39]2)[C:35]2[CH:47]=[CH:48][CH:49]=[CH:50][C:34]1=2.BrC1C2C=CC=CC=2SC=1.[NH:61]1[C:70]2[C:65](=[CH:66][C:67]([NH2:71])=[CH:68][CH:69]=2)[CH2:64][N:63]=[CH:62]1. (3) Given the product [O:8]([C:5]1[CH:6]=[CH:7][C:2]([CH2:1][O:19][C:16](=[O:18])[CH3:17])=[N:3][CH:4]=1)[C:9]1[CH:14]=[CH:13][CH:12]=[CH:11][CH:10]=1, predict the reactants needed to synthesize it. The reactants are: [CH3:1][C:2]1[CH:7]=[CH:6][C:5]([O:8][C:9]2[CH:14]=[CH:13][CH:12]=[CH:11][CH:10]=2)=[CH:4][N+:3]=1[O-].[C:16]([O:19]C(=O)C)(=[O:18])[CH3:17].